Dataset: Full USPTO retrosynthesis dataset with 1.9M reactions from patents (1976-2016). Task: Predict the reactants needed to synthesize the given product. (1) Given the product [ClH:1].[C:2]([C:5]1[CH:6]=[CH:7][C:8]([OH:29])=[C:9]([CH:28]=1)[CH2:10][NH:11][C:12](=[O:27])[C:13]1[CH:18]=[CH:17][C:16]([C:19]([N:21]2[CH2:22][CH2:23][CH2:24][CH2:25]2)=[O:20])=[C:15]([CH3:26])[CH:14]=1)(=[NH:3])[NH2:4], predict the reactants needed to synthesize it. The reactants are: [ClH:1].[C:2]([C:5]1[CH:6]=[CH:7][C:8]([O:29]CC2C=CC=CC=2)=[C:9]([CH:28]=1)[CH2:10][NH:11][C:12](=[O:27])[C:13]1[CH:18]=[CH:17][C:16]([C:19]([N:21]2[CH2:25][CH2:24][CH2:23][CH2:22]2)=[O:20])=[C:15]([CH3:26])[CH:14]=1)(=[NH:4])[NH2:3].[H][H]. (2) Given the product [CH2:1]([O:3][C:4](=[O:14])[CH2:5][CH2:6][C:7]1[CH:12]=[CH:11][C:10]([Br:15])=[C:9]([OH:13])[CH:8]=1)[CH3:2], predict the reactants needed to synthesize it. The reactants are: [CH2:1]([O:3][C:4](=[O:14])[CH2:5][CH2:6][C:7]1[CH:12]=[CH:11][CH:10]=[C:9]([OH:13])[CH:8]=1)[CH3:2].[Br:15]N1C(=O)CCC1=O.